This data is from Forward reaction prediction with 1.9M reactions from USPTO patents (1976-2016). The task is: Predict the product of the given reaction. (1) Given the reactants Cl.[CH3:2][O:3][C:4](=[O:37])[C@H:5]([CH2:17][C:18]1[CH:23]=[CH:22][C:21]([C:24]2[CH2:25][CH2:26][N:27](C(OC(C)(C)C)=O)[CH2:28][CH:29]=2)=[CH:20][CH:19]=1)[NH:6][C:7](=[O:16])[C:8]1[C:13]([Cl:14])=[CH:12][CH:11]=[CH:10][C:9]=1[Cl:15], predict the reaction product. The product is: [Cl:15][C:9]1[CH:10]=[CH:11][CH:12]=[C:13]([Cl:14])[C:8]=1[C:7]([NH:6][C@H:5]([C:4]([O:3][CH3:2])=[O:37])[CH2:17][C:18]1[CH:19]=[CH:20][C:21]([C:24]2[CH2:29][CH2:28][NH:27][CH2:26][CH:25]=2)=[CH:22][CH:23]=1)=[O:16]. (2) Given the reactants [F:1][C:2]1[CH:7]=[CH:6][C:5]([N:8]2[CH2:14][CH2:13][CH2:12][CH2:11][CH:10]([Se]C3C=CC=CC=3)[C:9]2=[O:22])=[CH:4][CH:3]=1.N1C=CC=CC=1.OO, predict the reaction product. The product is: [F:1][C:2]1[CH:7]=[CH:6][C:5]([N:8]2[CH2:14][CH2:13][CH2:12][CH:11]=[CH:10][C:9]2=[O:22])=[CH:4][CH:3]=1. (3) Given the reactants [CH3:1][N:2]1[CH:6]=[CH:5][N:4]=[C:3]1[CH:7]=[O:8].C(=O)([O-])[O-].[K+].[K+].[F:15][C:16]([Si](C)(C)C)([F:18])[F:17], predict the reaction product. The product is: [CH3:1][N:2]1[CH:6]=[CH:5][N:4]=[C:3]1[CH:7]([OH:8])[C:16]([F:18])([F:17])[F:15]. (4) Given the reactants C1N=[CH:4][N:3]([C:6]([N:8]2[CH:12]=[N:11][CH:10]=[CH:9]2)=[O:7])C=1.CN.Cl.N1CC(N2[CH:24]=[C:23]([C:25]3[C:33]4[C:28](=[CH:29][C:30]([F:34])=[CH:31][CH:32]=4)[N:27]([S:35]([C:38]4[CH:43]=[CH:42][CH:41]=[CH:40][CH:39]=4)(=[O:37])=[O:36])[CH:26]=3)[CH:22]=[N:21]2)C1.CCN(CC)CC, predict the reaction product. The product is: [F:34][C:30]1[CH:29]=[C:28]2[C:33]([C:25]([C:23]3[CH:22]=[N:21][N:11]([CH:10]4[CH2:9][N:8]([C:6]([NH:3][CH3:4])=[O:7])[CH2:12]4)[CH:24]=3)=[CH:26][N:27]2[S:35]([C:38]2[CH:43]=[CH:42][CH:41]=[CH:40][CH:39]=2)(=[O:37])=[O:36])=[CH:32][CH:31]=1. (5) Given the reactants [F:1][C:2]1[CH:7]=[CH:6][C:5]([Mg]Br)=[CH:4][CH:3]=1.Cl[P:11](Cl)[C:12]1[CH:17]=[CH:16][CH:15]=[CH:14][C:13]=1[P:18](Cl)Cl, predict the reaction product. The product is: [F:1][C:2]1[CH:7]=[CH:6][C:5]([P:11]([C:5]2[CH:6]=[CH:7][C:2]([F:1])=[CH:3][CH:4]=2)[C:12]2[CH:17]=[CH:16][CH:15]=[CH:14][C:13]=2[P:18]([C:5]2[CH:6]=[CH:7][C:2]([F:1])=[CH:3][CH:4]=2)[C:5]2[CH:6]=[CH:7][C:2]([F:1])=[CH:3][CH:4]=2)=[CH:4][CH:3]=1. (6) Given the reactants [C:1]([O:5][C:6](=[O:15])[NH:7][C@H:8]1[CH2:13][CH2:12][C@@H:11]([NH2:14])[CH2:10][CH2:9]1)([CH3:4])([CH3:3])[CH3:2].[CH3:16][C:17]([CH3:19])=O.[BH3-][C:21]#N.[Na+].C=O, predict the reaction product. The product is: [C:1]([O:5][C:6](=[O:15])[NH:7][C@H:8]1[CH2:9][CH2:10][C@@H:11]([N:14]([CH:17]([CH3:19])[CH3:16])[CH3:21])[CH2:12][CH2:13]1)([CH3:4])([CH3:2])[CH3:3]. (7) Given the reactants [C:1]([C:4]1[S:5][CH:6]=[CH:7][CH:8]=1)(=[O:3])[CH3:2].[F:9][C:10]([F:23])([F:22])[C:11]([F:21])([F:20])[C:12]([F:19])([F:18])[C:13](OCC)=[O:14], predict the reaction product. The product is: [F:18][C:12]([F:19])([C:11]([F:20])([F:21])[C:10]([F:9])([F:22])[F:23])[C:13](=[O:14])[CH2:2][C:1]([C:4]1[S:5][CH:6]=[CH:7][CH:8]=1)=[O:3].